From a dataset of Peptide-MHC class II binding affinity with 134,281 pairs from IEDB. Regression. Given a peptide amino acid sequence and an MHC pseudo amino acid sequence, predict their binding affinity value. This is MHC class II binding data. (1) The peptide sequence is QGLRYFIMAYVNQAH. The MHC is DRB1_0802 with pseudo-sequence DRB1_0802. The binding affinity (normalized) is 0.584. (2) The peptide sequence is AEKVRNLPAGHGLNA. The MHC is DRB1_0401 with pseudo-sequence DRB1_0401. The binding affinity (normalized) is 0. (3) The peptide sequence is GATVAVDCRPFNGGE. The MHC is DRB1_0301 with pseudo-sequence DRB1_0301. The binding affinity (normalized) is 0.570. (4) The peptide sequence is IRYPLTFGWCFKLVPVDPREVEEA. The MHC is HLA-DPA10103-DPB10401 with pseudo-sequence HLA-DPA10103-DPB10401. The binding affinity (normalized) is 0.651. (5) The peptide sequence is GPATPAAPAAGYTPA. The MHC is HLA-DQA10501-DQB10201 with pseudo-sequence HLA-DQA10501-DQB10201. The binding affinity (normalized) is 0.